Predict which catalyst facilitates the given reaction. From a dataset of Catalyst prediction with 721,799 reactions and 888 catalyst types from USPTO. (1) Reactant: [F:1][C:2]1[CH:3]=[C:4]([N:9]2[C:13]3[CH:14]=[CH:15][CH:16]=[CH:17][C:12]=3[NH:11][S:10]2(=[O:19])=[O:18])[CH:5]=[CH:6][C:7]=1[F:8].C1(P(C2C=CC=CC=2)C2C=CC=CC=2)C=CC=CC=1.[Br:39][CH2:40][CH2:41][CH2:42]O.CC(OC(/N=N/C(OC(C)C)=O)=O)C. Product: [Br:39][CH2:40][CH2:41][CH2:42][N:11]1[C:12]2[CH:17]=[CH:16][CH:15]=[CH:14][C:13]=2[N:9]([C:4]2[CH:5]=[CH:6][C:7]([F:8])=[C:2]([F:1])[CH:3]=2)[S:10]1(=[O:18])=[O:19]. The catalyst class is: 7. (2) Reactant: [F:1][C:2]1[C:3]([F:14])=[CH:4][C:5]2[S:9][C:8](S(C)=O)=[N:7][C:6]=2[CH:13]=1.[NH2:15][C@@H:16]1[CH2:20][CH2:19][N:18]([C:21]([C:23]2[CH:28]=[C:27]([CH3:29])[CH:26]=[CH:25][C:24]=2[C:30]([F:33])([F:32])[F:31])=[O:22])[CH2:17]1.C([O-])(O)=O.[Na+]. Product: [F:1][C:2]1[C:3]([F:14])=[CH:4][C:5]2[S:9][C:8]([NH:15][C@@H:16]3[CH2:20][CH2:19][N:18]([C:21]([C:23]4[CH:28]=[C:27]([CH3:29])[CH:26]=[CH:25][C:24]=4[C:30]([F:33])([F:31])[F:32])=[O:22])[CH2:17]3)=[N:7][C:6]=2[CH:13]=1. The catalyst class is: 58. (3) Reactant: [Br:1][C:2]1[CH:3]=[C:4]([CH:7]=[CH:8][CH:9]=1)[C:5]#[N:6].Br[Mg][C:12]1[CH:17]=[CH:16][CH:15]=[CH:14][CH:13]=1.CO.[BH4-].[Na+]. Product: [Br:1][C:2]1[CH:3]=[C:4]([CH:5]([C:12]2[CH:17]=[CH:16][CH:15]=[CH:14][CH:13]=2)[NH2:6])[CH:7]=[CH:8][CH:9]=1. The catalyst class is: 7. (4) Reactant: [C:1]([NH:5][C:6]1[C:15](/[CH:16]=[C:17](\[CH3:21])/[C:18]([OH:20])=O)=[CH:14][C:13]2[C:8](=[CH:9][CH:10]=[C:11]([C:22]3[C:27]([C:28]([N:30]4[CH2:34][CH2:33][CH2:32][CH2:31]4)=[O:29])=[CH:26][CH:25]=[CH:24][C:23]=3[CH3:35])[CH:12]=2)[N:7]=1)([CH3:4])([CH3:3])[CH3:2].[CH3:36][NH2:37].O.C(Cl)Cl. Product: [C:1]([NH:5][C:6]1[C:15](/[CH:16]=[C:17](\[CH3:21])/[C:18]([NH:37][CH3:36])=[O:20])=[CH:14][C:13]2[C:8](=[CH:9][CH:10]=[C:11]([C:22]3[C:27]([C:28]([N:30]4[CH2:34][CH2:33][CH2:32][CH2:31]4)=[O:29])=[CH:26][CH:25]=[CH:24][C:23]=3[CH3:35])[CH:12]=2)[N:7]=1)([CH3:3])([CH3:4])[CH3:2]. The catalyst class is: 60. (5) The catalyst class is: 3. Reactant: [O:1]1[C:5]2[CH:6]=[CH:7][C:8]([S:10][C:11]3[NH:12][C:13]4[CH:18]=[CH:17][N:16]=[C:15]([NH2:19])[C:14]=4[N:20]=3)=[CH:9][C:4]=2[CH:3]=[CH:2]1.C([O-])([O-])=O.[Cs+].[Cs+].Cl[CH2:28][CH2:29][CH2:30][C:31]#[CH:32]. Product: [O:1]1[C:5]2[CH:6]=[CH:7][C:8]([S:10][C:11]3[N:12]([CH2:32][CH2:31][CH2:30][C:29]#[CH:28])[C:13]4[CH:18]=[CH:17][N:16]=[C:15]([NH2:19])[C:14]=4[N:20]=3)=[CH:9][C:4]=2[CH:3]=[CH:2]1.